From a dataset of Forward reaction prediction with 1.9M reactions from USPTO patents (1976-2016). Predict the product of the given reaction. (1) Given the reactants [N:1]1[C:2](=[O:9])[NH:3]C(=O)C(=O)C=1.C([O:12][C:13]([C:15]1([C:35](OCC)=[O:36])[CH2:19][CH2:18][CH2:17][N:16]1[C:20]1[CH:21]=[N:22][C:23]([O:26][C:27]2[CH:32]=[CH:31][C:30]([C:33]#[N:34])=[CH:29][CH:28]=2)=[CH:24][CH:25]=1)=O)C.NC(N)=[O:42], predict the reaction product. The product is: [O:42]=[C:17]1[CH2:18][CH2:19][C:15]2([C:13](=[O:12])[NH:3][C:2](=[O:9])[NH:1][C:35]2=[O:36])[N:16]1[C:20]1[CH:25]=[CH:24][C:23]([O:26][C:27]2[CH:28]=[CH:29][C:30]([C:33]#[N:34])=[CH:31][CH:32]=2)=[N:22][CH:21]=1. (2) Given the reactants C([N:8]1[CH2:12][CH2:11][C@@H:10]([C:13]([OH:15])=O)[CH2:9]1)(OC(C)(C)C)=O.CN(C(ON1N=NC2C=CC=CC1=2)=[N+](C)C)C.F[P-](F)(F)(F)(F)F.CCN(C(C)C)C(C)C.[S:49]1[CH:53]=[CH:52][N:51]=[C:50]1[C:54](=[N:56]O)[NH2:55], predict the reaction product. The product is: [NH:8]1[CH2:12][CH2:11][C@@H:10]([C:13]2[O:15][N:56]=[C:54]([C:50]3[S:49][CH:53]=[CH:52][N:51]=3)[N:55]=2)[CH2:9]1. (3) Given the reactants [Cl-].[Ce+3].[Cl-].[Cl-].[CH2:5]1COCC1.[CH3:10][O:11][C:12]([CH:14]1[CH2:19][CH2:18][C:17](=[O:20])[CH2:16][N:15]1[C:21]([O:23][C:24]([CH3:27])([CH3:26])[CH3:25])=[O:22])=[O:13].C[Mg]Br, predict the reaction product. The product is: [CH3:10][O:11][C:12]([CH:14]1[CH2:19][CH2:18][C:17]([OH:20])([CH3:5])[CH2:16][N:15]1[C:21]([O:23][C:24]([CH3:27])([CH3:26])[CH3:25])=[O:22])=[O:13]. (4) Given the reactants C([Li])CCC.CCCCCC.[F:12][C:13]1[CH:18]=[CH:17][CH:16]=[CH:15][C:14]=1Br.C1(CO[CH2:25][C:26]2([OH:40])[CH2:32][O:31][CH2:30][CH2:29][N:28]([C:33]([O:35][C:36]([CH3:39])([CH3:38])[CH3:37])=[O:34])[CH2:27]2)CC1.B(F)(F)F.S([O-])(O)(=O)=O.[Na+], predict the reaction product. The product is: [F:12][C:13]1[CH:18]=[CH:17][CH:16]=[CH:15][C:14]=1[CH2:25][C:26]1([OH:40])[CH2:32][O:31][CH2:30][CH2:29][N:28]([C:33]([O:35][C:36]([CH3:39])([CH3:38])[CH3:37])=[O:34])[CH2:27]1.